Dataset: Forward reaction prediction with 1.9M reactions from USPTO patents (1976-2016). Task: Predict the product of the given reaction. Given the reactants [Si]([O:8][C@@H:9]1[CH2:17][C@@H:12]2[O:13][C:14](=[O:16])[CH2:15][C@@H:11]2[C@H:10]1[CH:18]=[CH:19][CH2:20][CH2:21][CH2:22][CH2:23][CH2:24][CH3:25])(C(C)(C)C)(C)C, predict the reaction product. The product is: [OH:8][C@@H:9]1[CH2:17][C@@H:12]2[O:13][C:14](=[O:16])[CH2:15][C@@H:11]2[C@H:10]1[CH2:18][CH2:19][CH2:20][CH2:21][CH2:22][CH2:23][CH2:24][CH3:25].